Dataset: Full USPTO retrosynthesis dataset with 1.9M reactions from patents (1976-2016). Task: Predict the reactants needed to synthesize the given product. (1) Given the product [CH3:35][Si:33]([CH3:34])([CH3:36])[CH2:32][CH2:31][O:30][CH2:29][N:26]1[C:22]2=[N:23][CH:24]=[CH:25][C:20]([C:18]3[CH:17]=[N:16][N:15]([C:4]4([CH2:3][C:1]#[N:2])[CH2:5][NH:6][CH2:7]4)[CH:19]=3)=[C:21]2[CH:28]=[CH:27]1.[ClH:37], predict the reactants needed to synthesize it. The reactants are: [C:1]([CH2:3][C:4]1([N:15]2[CH:19]=[C:18]([C:20]3[CH:25]=[CH:24][N:23]=[C:22]4[N:26]([CH2:29][O:30][CH2:31][CH2:32][Si:33]([CH3:36])([CH3:35])[CH3:34])[CH:27]=[CH:28][C:21]=34)[CH:17]=[N:16]2)[CH2:7][N:6](C(OC(C)(C)C)=O)[CH2:5]1)#[N:2].[ClH:37]. (2) Given the product [Cl:2][C:3]1[CH:11]=[C:10]2[C:6]([C:7]([CH2:12][CH2:13][NH:14][CH2:31][C:30]3[CH:33]=[CH:34][CH:35]=[C:28]([O:27][CH2:26][CH:25]([F:24])[F:36])[CH:29]=3)=[CH:8][NH:9]2)=[CH:5][CH:4]=1, predict the reactants needed to synthesize it. The reactants are: Cl.[Cl:2][C:3]1[CH:11]=[C:10]2[C:6]([C:7]([CH2:12][CH2:13][NH2:14])=[CH:8][NH:9]2)=[CH:5][CH:4]=1.C(N(C(C)C)C(C)C)C.[F:24][CH:25]([F:36])[CH2:26][O:27][C:28]1[CH:29]=[C:30]([CH:33]=[CH:34][CH:35]=1)[CH:31]=O.S([O-])([O-])(=O)=O.[Na+].[Na+].[BH4-].[Na+]. (3) Given the product [CH3:1][C:2]1[CH2:10][C:9]2[C:4]([CH:3]=1)=[CH:5][CH:6]=[CH:7][C:8]=2[C:11]1[CH:16]=[CH:15][CH:14]=[CH:13][CH:12]=1, predict the reactants needed to synthesize it. The reactants are: [CH3:1][CH:2]1[CH2:10][C:9]2[C:4](=[CH:5][CH:6]=[CH:7][C:8]=2[C:11]2[CH:16]=[CH:15][CH:14]=[CH:13][CH:12]=2)[C:3]1=O.[BH4-].[Na+].Cl.